From a dataset of Catalyst prediction with 721,799 reactions and 888 catalyst types from USPTO. Predict which catalyst facilitates the given reaction. Reactant: Br[C:2]([CH3:9])([CH3:8])[C:3]([O:5]CC)=O.C([O-])([O-])=O.[K+].[K+].[CH2:16]([NH2:19])[CH2:17][NH2:18]. Product: [CH3:9][C:2]1([CH3:8])[NH:19][CH2:16][CH2:17][NH:18][C:3]1=[O:5]. The catalyst class is: 11.